Dataset: Forward reaction prediction with 1.9M reactions from USPTO patents (1976-2016). Task: Predict the product of the given reaction. (1) Given the reactants [CH2:1]([N:8]=[N+:9]=[N-:10])[C:2]1[CH:7]=[CH:6]C=CC=1.N(CC1CC1)=[N+]=[N-].[C:18]([C:20]1[S:21][C:22]([C:26]([O:28][CH2:29][CH3:30])=[O:27])=[C:23]([CH3:25])[N:24]=1)#[CH:19], predict the reaction product. The product is: [CH:2]1([CH2:1][N:8]2[CH:19]=[C:18]([C:20]3[S:21][C:22]([C:26]([O:28][CH2:29][CH3:30])=[O:27])=[C:23]([CH3:25])[N:24]=3)[N:10]=[N:9]2)[CH2:7][CH2:6]1. (2) The product is: [CH3:17][C:18]1([CH:35]=[O:36])[C:4](=[CH2:25])[CH:3]2[CH2:2][CH:1]1[CH2:11][CH2:10]2. Given the reactants [CH2:1]1[CH2:11][CH2:10]N2[C:4](=NCCC2)[CH2:3][CH2:2]1.[Br-].S([C:17]1C=CC(C)=C[CH:18]=1)([O-])(=O)=O.S([O-])(=O)(=O)[CH3:25].[Na+].[I-].Cl.CN([CH:35]=[O:36])C, predict the reaction product.